Dataset: Full USPTO retrosynthesis dataset with 1.9M reactions from patents (1976-2016). Task: Predict the reactants needed to synthesize the given product. (1) Given the product [OH:6][C:7]1[CH:8]=[C:9]([CH:20]=[C:21]([O:23][C@@H:24]([CH3:28])[CH2:25][OH:26])[CH:22]=1)[C:10]([NH:12][C:13]1[CH:18]=[N:17][C:16]([CH3:19])=[CH:15][N:14]=1)=[O:11], predict the reactants needed to synthesize it. The reactants are: C[Si](I)(C)C.[OH:6][C:7]1[CH:8]=[C:9]([CH:20]=[C:21]([O:23][C@@H:24]([CH3:28])[CH2:25][O:26]C)[CH:22]=1)[C:10]([NH:12][C:13]1[CH:18]=[N:17][C:16]([CH3:19])=[CH:15][N:14]=1)=[O:11].CO.O.O.O.O.O.S([O-])([O-])(=O)=S.[Na+].[Na+]. (2) Given the product [CH:1]1([CH2:4][N:5]([CH2:6][C:7]2[NH:8][C:9](=[O:17])[C:10]3[CH2:16][O:15][CH2:14][CH2:13][C:11]=3[N:12]=2)[C:32](=[O:33])[CH2:31][N:28]2[CH2:29][CH2:30][CH:25]([C:23](=[O:24])[C:22]3[CH:21]=[CH:20][C:19]([F:18])=[CH:36][CH:35]=3)[CH2:26][CH2:27]2)[CH2:3][CH2:2]1, predict the reactants needed to synthesize it. The reactants are: [CH:1]1([CH2:4][NH:5][CH2:6][C:7]2[NH:8][C:9](=[O:17])[C:10]3[CH2:16][O:15][CH2:14][CH2:13][C:11]=3[N:12]=2)[CH2:3][CH2:2]1.[F:18][C:19]1[CH:36]=[CH:35][C:22]([C:23]([CH:25]2[CH2:30][CH2:29][N:28]([CH2:31][C:32](O)=[O:33])[CH2:27][CH2:26]2)=[O:24])=[CH:21][CH:20]=1.